Dataset: Catalyst prediction with 721,799 reactions and 888 catalyst types from USPTO. Task: Predict which catalyst facilitates the given reaction. (1) Reactant: [F:1][C:2]([F:26])([F:25])[C@H:3]([N:12]1[CH2:16][CH2:15][C@H:14]([NH:17][C:18](=[O:24])[O:19][C:20]([CH3:23])([CH3:22])[CH3:21])[CH2:13]1)[C:4]1[CH:5]=[N:6][C:7]([NH:10][NH2:11])=[CH:8][CH:9]=1.[F:27][C:28]1[CH:29]=[C:30]2[C:35](=[C:36]([O:38][C@H:39]([CH3:43])[CH2:40][O:41][CH3:42])[CH:37]=1)[N:34]=[C:33]([CH:44]=O)[CH:32]=[CH:31]2.C(O)C.C(O)(=O)C.C(O)(=O)C.I(C1C=CC=CC=1)=O.C(=O)(O)[O-].[Na+]. Product: [F:26][C:2]([F:25])([F:1])[C@H:3]([N:12]1[CH2:16][CH2:15][C@H:14]([NH:17][C:18](=[O:24])[O:19][C:20]([CH3:22])([CH3:23])[CH3:21])[CH2:13]1)[C:4]1[CH:9]=[CH:8][C:7]2[N:6]([C:44]([C:33]3[CH:32]=[CH:31][C:30]4[C:35](=[C:36]([O:38][C@H:39]([CH3:43])[CH2:40][O:41][CH3:42])[CH:37]=[C:28]([F:27])[CH:29]=4)[N:34]=3)=[N:11][N:10]=2)[CH:5]=1. The catalyst class is: 13. (2) Reactant: [Br:1][C:2]1[CH:8]=[C:7]([CH3:9])[C:5]([NH2:6])=[C:4]([CH3:10])[CH:3]=1.[F:11][B-:12]([F:15])([F:14])[F:13].[H+].[N:17]([O-])=O.[Na+]. Product: [F:11][B-:12]([F:15])([F:14])[F:13].[Br:1][C:2]1[CH:8]=[C:7]([CH3:9])[C:5]([N+:6]#[N:17])=[C:4]([CH3:10])[CH:3]=1. The catalyst class is: 6. (3) Reactant: [CH3:1][C@H:2]([O:6][C:7]1[CH:8]=[C:9]([C:21]([NH:23][C:24]2[CH:28]=[CH:27][N:26]([C:29]([O:31][C:32]([CH3:35])([CH3:34])[CH3:33])=[O:30])[N:25]=2)=[O:22])[CH:10]=[C:11]([O:13]CC2C=CC=CC=2)[CH:12]=1)[CH2:3][O:4][CH3:5]. Product: [OH:13][C:11]1[CH:10]=[C:9]([C:21]([NH:23][C:24]2[CH:28]=[CH:27][N:26]([C:29]([O:31][C:32]([CH3:33])([CH3:35])[CH3:34])=[O:30])[N:25]=2)=[O:22])[CH:8]=[C:7]([O:6][C@@H:2]([CH3:1])[CH2:3][O:4][CH3:5])[CH:12]=1. The catalyst class is: 219. (4) The catalyst class is: 4. Reactant: [NH:1]1[CH2:6][CH2:5][CH2:4][CH:3]([CH2:7][NH:8][C:9](=[O:15])[O:10][C:11]([CH3:14])([CH3:13])[CH3:12])[CH2:2]1.[CH3:16][S:17](Cl)(=[O:19])=[O:18].C(N(CC)CC)C. Product: [C:11]([O:10][C:9](=[O:15])[NH:8][CH2:7][CH:3]1[CH2:4][CH2:5][CH2:6][N:1]([S:17]([CH3:16])(=[O:19])=[O:18])[CH2:2]1)([CH3:12])([CH3:14])[CH3:13]. (5) Reactant: Cl.[C:2]1([CH3:15])[CH:7]=[CH:6][CH:5]=[C:4]([C:8]2([CH2:13][NH2:14])[CH2:12][CH:11]=[CH:10][CH2:9]2)[CH:3]=1.C(N(CC)CC)C.[C:23](O[C:23]([O:25][C:26]([CH3:29])([CH3:28])[CH3:27])=[O:24])([O:25][C:26]([CH3:29])([CH3:28])[CH3:27])=[O:24]. Product: [C:26]([O:25][C:23](=[O:24])[NH:14][CH2:13][C:8]1([C:4]2[CH:3]=[C:2]([CH3:15])[CH:7]=[CH:6][CH:5]=2)[CH2:12][CH:11]=[CH:10][CH2:9]1)([CH3:29])([CH3:28])[CH3:27]. The catalyst class is: 4. (6) The catalyst class is: 3. Reactant: C(=O)([O-])[O-].[K+].[K+].Br[CH2:8][CH2:9][N:10]=[C:11]=[S:12].[Cl:13][C:14]1[C:15]([O:24][C:25]2[CH:29]=[C:28]([CH3:30])[NH:27][N:26]=2)=[N:16][CH:17]=[C:18]([C:20]([F:23])([F:22])[F:21])[CH:19]=1.Cl. Product: [CH:9]([NH:10][C:11]([N:27]1[C:28]([CH3:30])=[CH:29][C:25]([O:24][C:15]2[C:14]([Cl:13])=[CH:19][C:18]([C:20]([F:23])([F:22])[F:21])=[CH:17][N:16]=2)=[N:26]1)=[S:12])=[CH2:8].